This data is from Reaction yield outcomes from USPTO patents with 853,638 reactions. The task is: Predict the reaction yield, written as a fraction of the theoretical maximum amount of product (1.0 means a 100% yield; for example, 0.34 means a 34% yield). (1) The reactants are [CH2:1]([C@H:5]1[N:10]([CH2:11][C:12]([F:15])([F:14])[F:13])[C:9]2[CH:16]=[CH:17][C:18]([N+:20]([O-])=O)=[CH:19][C:8]=2[O:7][CH2:6]1)[CH:2]([CH3:4])[CH3:3]. The catalyst is C(OCC)(=O)C.[Pd]. The product is [NH2:20][C:18]1[CH:17]=[CH:16][C:9]2[N:10]([CH2:11][C:12]([F:15])([F:14])[F:13])[C@H:5]([CH2:1][CH:2]([CH3:4])[CH3:3])[CH2:6][O:7][C:8]=2[CH:19]=1. The yield is 0.650. (2) The reactants are [C:1]([N:4]1[C:13]2[C:8](=[CH:9][C:10]([C:14]3[CH:19]=[CH:18][C:17]([CH2:20][N:21]4[CH2:26][CH2:25][CH2:24][CH2:23][CH2:22]4)=[CH:16][CH:15]=3)=[CH:11][CH:12]=2)[C@H:7]([NH:27]C=O)[CH2:6][C@@H:5]1[CH3:30])(=[O:3])[CH3:2].Cl. The catalyst is CO. The product is [C:1]([N:4]1[C:13]2[C:8](=[CH:9][C:10]([C:14]3[CH:19]=[CH:18][C:17]([CH2:20][N:21]4[CH2:26][CH2:25][CH2:24][CH2:23][CH2:22]4)=[CH:16][CH:15]=3)=[CH:11][CH:12]=2)[C@H:7]([NH2:27])[CH2:6][C@@H:5]1[CH3:30])(=[O:3])[CH3:2]. The yield is 0.700.